This data is from Peptide-MHC class II binding affinity with 134,281 pairs from IEDB. The task is: Regression. Given a peptide amino acid sequence and an MHC pseudo amino acid sequence, predict their binding affinity value. This is MHC class II binding data. The peptide sequence is TEAVQKIATESIVIWGKTPKFRL. The MHC is DRB3_0202 with pseudo-sequence DRB3_0202. The binding affinity (normalized) is 0.160.